Dataset: Catalyst prediction with 721,799 reactions and 888 catalyst types from USPTO. Task: Predict which catalyst facilitates the given reaction. (1) Reactant: [F:1][C:2]1[CH:3]=[CH:4][C:5](=[N:12]S(C2C=CC(C)=CC=2)(=O)=O)[N:6]([CH2:8][C:9]([NH2:11])=O)[CH:7]=1.[F:23][C:24]([F:35])([F:34])[C:25](O[C:25](=[O:26])[C:24]([F:35])([F:34])[F:23])=[O:26]. Product: [F:23][C:24]([F:35])([F:34])[C:25]([NH:11][C:9]1[N:12]=[C:5]2[CH:4]=[CH:3][C:2]([F:1])=[CH:7][N:6]2[CH:8]=1)=[O:26]. The catalyst class is: 4. (2) Reactant: C(=O)([O-])[O-].[K+].[K+].[Br:7][C:8]1[CH:13]=[CH:12][C:11]([F:14])=[CH:10][C:9]=1[OH:15].[CH2:16](Br)[C:17]1[CH:22]=[CH:21][CH:20]=[CH:19][CH:18]=1.S([O-])(O)(=O)=O.[K+]. Product: [CH2:16]([O:15][C:9]1[CH:10]=[C:11]([F:14])[CH:12]=[CH:13][C:8]=1[Br:7])[C:17]1[CH:22]=[CH:21][CH:20]=[CH:19][CH:18]=1. The catalyst class is: 3. (3) Reactant: COC1C=CC(C[N:8]([C:31]2[S:35][N:34]=[CH:33][N:32]=2)[S:9]([C:12]2[CH:13]=[C:14]3[C:19](=[CH:20][CH:21]=2)[C:18]([C:22]2[CH:27]=[CH:26][CH:25]=[CH:24][C:23]=2[O:28][CH3:29])=[N:17][NH:16][C:15]3=[O:30])(=[O:11])=[O:10])=CC=1.C(O)(C(F)(F)F)=O. Product: [CH3:29][O:28][C:23]1[CH:24]=[CH:25][CH:26]=[CH:27][C:22]=1[C:18]1[C:19]2[C:14](=[CH:13][C:12]([S:9]([NH:8][C:31]3[S:35][N:34]=[CH:33][N:32]=3)(=[O:10])=[O:11])=[CH:21][CH:20]=2)[C:15](=[O:30])[NH:16][N:17]=1. The catalyst class is: 2. (4) Reactant: [Cl:1][C:2]1[CH:9]=[CH:8][C:5]([CH:6]=O)=[CH:4][N:3]=1.[CH3:10][N:11]1[CH2:16][CH2:15][NH:14][CH2:13][CH2:12]1.C(O)(=O)C.C(O[BH-](OC(=O)C)OC(=O)C)(=O)C.[Na+]. Product: [Cl:1][C:2]1[N:3]=[CH:4][C:5]([CH2:6][N:14]2[CH2:15][CH2:16][N:11]([CH3:10])[CH2:12][CH2:13]2)=[CH:8][CH:9]=1. The catalyst class is: 34. (5) Reactant: [N:1]([C:4]1[S:5][C:6]([C:10]([NH:12][CH2:13][C:14]2[CH:19]=[CH:18][CH:17]=[CH:16][CH:15]=2)=[O:11])=[C:7]([CH3:9])[N:8]=1)=[N+:2]=[N-:3].C(N(CC)C(C)C)(C)C.[C:29]([O:33][CH2:34][CH3:35])(=[O:32])[C:30]#[CH:31]. Product: [CH2:13]([NH:12][C:10]([C:6]1[S:5][C:4]([N:1]2[CH:31]=[C:30]([C:29]([O:33][CH2:34][CH3:35])=[O:32])[N:3]=[N:2]2)=[N:8][C:7]=1[CH3:9])=[O:11])[C:14]1[CH:19]=[CH:18][CH:17]=[CH:16][CH:15]=1. The catalyst class is: 804. (6) Reactant: [CH2:1]([S:4](Cl)(=[O:6])=[O:5])[CH2:2][CH3:3].[Cl:8][C:9]1[C:29]([F:30])=[CH:28][CH:27]=[C:26]([F:31])[C:10]=1[C:11]([NH:13][CH2:14][C:15]1([CH:19]2[CH2:24][CH2:23][CH2:22][CH2:21][N:20]2[CH3:25])[CH2:18][NH:17][CH2:16]1)=[O:12].C(N(CC)CC)C.CN(C)CCN. Product: [Cl:8][C:9]1[C:29]([F:30])=[CH:28][CH:27]=[C:26]([F:31])[C:10]=1[C:11]([NH:13][CH2:14][C:15]1([CH:19]2[CH2:24][CH2:23][CH2:22][CH2:21][N:20]2[CH3:25])[CH2:16][N:17]([S:4]([CH2:1][CH2:2][CH3:3])(=[O:6])=[O:5])[CH2:18]1)=[O:12]. The catalyst class is: 4.